This data is from Peptide-MHC class I binding affinity with 185,985 pairs from IEDB/IMGT. The task is: Regression. Given a peptide amino acid sequence and an MHC pseudo amino acid sequence, predict their binding affinity value. This is MHC class I binding data. (1) The peptide sequence is GPGAGSLQPL. The MHC is HLA-B07:02 with pseudo-sequence HLA-B07:02. The binding affinity (normalized) is 0.776. (2) The peptide sequence is KDFKCFNLI. The MHC is HLA-A23:01 with pseudo-sequence HLA-A23:01. The binding affinity (normalized) is 0.447. (3) The MHC is HLA-A01:01 with pseudo-sequence HLA-A01:01. The binding affinity (normalized) is 0. The peptide sequence is RILHNFAYSL. (4) The peptide sequence is YQVPFVQAF. The MHC is HLA-B14:02 with pseudo-sequence HLA-B14:02. The binding affinity (normalized) is 0.213. (5) The peptide sequence is DLGEELEAL. The MHC is HLA-A02:03 with pseudo-sequence HLA-A02:03. The binding affinity (normalized) is 0.0553.